Predict the reactants needed to synthesize the given product. From a dataset of Full USPTO retrosynthesis dataset with 1.9M reactions from patents (1976-2016). (1) Given the product [CH:10]1([C:2]2[C:7]([NH2:8])=[C:6]([CH3:9])[CH:5]=[CH:4][N:3]=2)[CH2:12][CH2:11]1, predict the reactants needed to synthesize it. The reactants are: Br[C:2]1[C:7]([NH2:8])=[C:6]([CH3:9])[CH:5]=[CH:4][N:3]=1.[CH:10]1([B-](F)(F)F)[CH2:12][CH2:11]1.[K+].C([O-])([O-])=O.[Cs+].[Cs+].C1COCC1. (2) Given the product [NH2:3][C:4]1[N:9]=[C:8]([NH2:10])[C:7]2[C:6](=[N:12][CH:16]=[C:15]([CH2:14][Br:13])[N:11]=2)[N:5]=1, predict the reactants needed to synthesize it. The reactants are: [Br-].[Br-].[NH2:3][C:4]1[N:9]=[C:8]([NH2:10])[C:7]([NH2:11])=[C:6]([NH2:12])[N:5]=1.[Br:13][CH2:14][C:15](=O)[CH:16]=NO. (3) Given the product [C:21]([C:2]1[CH:7]=[C:6]([NH:8][C:9](=[O:17])[C:10]([OH:16])([CH3:15])[CH2:11][CH:12]([CH3:14])[CH3:13])[CH:5]=[C:4]([O:18][CH3:19])[N:3]=1)#[N:22], predict the reactants needed to synthesize it. The reactants are: Br[C:2]1[CH:7]=[C:6]([NH:8][C:9](=[O:17])[C:10]([OH:16])([CH3:15])[CH2:11][CH:12]([CH3:14])[CH3:13])[CH:5]=[C:4]([O:18][CH3:19])[N:3]=1.[Cu][C:21]#[N:22]. (4) Given the product [C:15]1([C:14]#[C:13][C:11]2[CH:12]=[C:7]([CH:8]=[C:9]([C:21]#[C:22][C:23]3[CH:28]=[CH:27][CH:26]=[CH:25][CH:24]=3)[CH:10]=2)[NH2:4])[CH:16]=[CH:17][CH:18]=[CH:19][CH:20]=1, predict the reactants needed to synthesize it. The reactants are: Cl[Sn]Cl.[N+:4]([C:7]1[CH:8]=[C:9]([C:21]#[C:22][C:23]2[CH:28]=[CH:27][CH:26]=[CH:25][CH:24]=2)[CH:10]=[C:11]([C:13]#[C:14][C:15]2[CH:20]=[CH:19][CH:18]=[CH:17][CH:16]=2)[CH:12]=1)([O-])=O.Cl. (5) Given the product [CH2:32]([N:14]([CH2:15][C:16]1[S:20][C:19]([C:21]2[CH:22]=[CH:23][C:24]([C:27]([F:28])([F:29])[F:30])=[CH:25][CH:26]=2)=[N:18][C:17]=1[CH3:31])[C:10]1[CH:11]=[C:12]([CH3:13])[C:7]([O:6][CH2:5][C:4]([OH:35])=[O:3])=[C:8]([CH3:34])[CH:9]=1)[CH3:33], predict the reactants needed to synthesize it. The reactants are: C([O:3][C:4](=[O:35])[CH2:5][O:6][C:7]1[C:12]([CH3:13])=[CH:11][C:10]([N:14]([CH2:32][CH3:33])[CH2:15][C:16]2[S:20][C:19]([C:21]3[CH:26]=[CH:25][C:24]([C:27]([F:30])([F:29])[F:28])=[CH:23][CH:22]=3)=[N:18][C:17]=2[CH3:31])=[CH:9][C:8]=1[CH3:34])C.[OH-].[Na+]. (6) Given the product [CH3:10][C:9]([N:11]1[CH2:16][CH2:15][O:14][CH2:13][CH2:12]1)([CH3:17])[C:8]([C:5]1[CH:6]=[CH:7][C:2]([N:19]2[CH2:24][CH2:23][NH:22][CH2:21][CH2:20]2)=[CH:3][CH:4]=1)=[O:18], predict the reactants needed to synthesize it. The reactants are: Cl[C:2]1[CH:7]=[CH:6][C:5]([C:8](=[O:18])[C:9]([CH3:17])([N:11]2[CH2:16][CH2:15][O:14][CH2:13][CH2:12]2)[CH3:10])=[CH:4][CH:3]=1.[NH:19]1[CH2:24][CH2:23][NH:22][CH2:21][CH2:20]1.C1(C)C=CC=CC=1.C1COCC1.